Predict the reaction yield, written as a fraction of the theoretical maximum amount of product (1.0 means a 100% yield; for example, 0.34 means a 34% yield). From a dataset of Reaction yield outcomes from USPTO patents with 853,638 reactions. (1) The reactants are [Br:1][C:2]1[CH:7]=[CH:6][N:5]=[C:4]([C:8]([OH:10])=O)[CH:3]=1.Cl.Cl.[CH:13]1([N:17]2[CH2:23][CH2:22][CH2:21][NH:20][CH2:19][CH2:18]2)[CH2:16][CH2:15][CH2:14]1.F[P-](F)(F)(F)(F)F.Br[P+](N1CCCC1)(N1CCCC1)N1CCCC1.CCN(C(C)C)C(C)C. The catalyst is C(Cl)Cl.[OH-].[Na+]. The product is [Br:1][C:2]1[CH:7]=[CH:6][N:5]=[C:4]([C:8]([N:20]2[CH2:21][CH2:22][CH2:23][N:17]([CH:13]3[CH2:14][CH2:15][CH2:16]3)[CH2:18][CH2:19]2)=[O:10])[CH:3]=1. The yield is 0.580. (2) The reactants are [CH3:1][O:2][C:3]1[CH:10]=[C:9]([O:11][CH3:12])[CH:8]=[CH:7][C:4]=1[CH:5]=O.[NH2:13][C:14]1[N:19]=[CH:18][CH:17]=[CH:16][N:15]=1.[BH4-].[Na+].[OH-].[Na+]. The catalyst is C1(C)C=CC=CC=1.C(O)(=O)C. The product is [CH3:1][O:2][C:3]1[CH:10]=[C:9]([O:11][CH3:12])[CH:8]=[CH:7][C:4]=1[CH2:5][NH:13][C:14]1[N:19]=[CH:18][CH:17]=[CH:16][N:15]=1. The yield is 0.250. (3) The reactants are Br[C:2]1[CH:7]=[C:6]([N+:8]([O-:10])=[O:9])[CH:5]=[CH:4][C:3]=1[NH:11][CH3:12].CCN(CC)CC.[CH3:20][C:21]([CH3:25])([CH3:24])[C:22]#[CH:23].N#N. The catalyst is C1(C)C=CC=CC=1.O.Cl[Pd](Cl)([P](C1C=CC=CC=1)(C1C=CC=CC=1)C1C=CC=CC=1)[P](C1C=CC=CC=1)(C1C=CC=CC=1)C1C=CC=CC=1.[Cu]I. The product is [CH3:20][C:21]([CH3:25])([CH3:24])[C:22]#[C:23][C:2]1[CH:7]=[C:6]([N+:8]([O-:10])=[O:9])[CH:5]=[CH:4][C:3]=1[NH:11][CH3:12]. The yield is 0.940.